From a dataset of Peptide-MHC class I binding affinity with 185,985 pairs from IEDB/IMGT. Regression. Given a peptide amino acid sequence and an MHC pseudo amino acid sequence, predict their binding affinity value. This is MHC class I binding data. The peptide sequence is MARPADASM. The MHC is HLA-B39:01 with pseudo-sequence HLA-B39:01. The binding affinity (normalized) is 0.0847.